This data is from Forward reaction prediction with 1.9M reactions from USPTO patents (1976-2016). The task is: Predict the product of the given reaction. (1) Given the reactants CC(C)([O-])C.[K+].[Br:7][C:8]1[CH:9]=[CH:10][C:11](Cl)=[N:12][CH:13]=1.[CH2:15]([OH:18])[CH2:16][CH3:17].O, predict the reaction product. The product is: [Br:7][C:8]1[CH:9]=[CH:10][C:11]([O:18][CH2:15][CH2:16][CH3:17])=[N:12][CH:13]=1. (2) Given the reactants [OH:1][C:2]1[CH:3]=[N:4][C:5]2[C:10]([CH:11]=1)=[CH:9][CH:8]=[CH:7][CH:6]=2.[Cl:12][C:13]1[CH:14]=[C:15]([N+:20]([O-:22])=[O:21])[CH:16]=[CH:17][C:18]=1F.C([O-])([O-])=O.[K+].[K+], predict the reaction product. The product is: [Cl:12][C:13]1[CH:14]=[C:15]([N+:20]([O-:22])=[O:21])[CH:16]=[CH:17][C:18]=1[O:1][C:2]1[CH:3]=[N:4][C:5]2[C:10]([CH:11]=1)=[CH:9][CH:8]=[CH:7][CH:6]=2.